Dataset: Reaction yield outcomes from USPTO patents with 853,638 reactions. Task: Predict the reaction yield, written as a fraction of the theoretical maximum amount of product (1.0 means a 100% yield; for example, 0.34 means a 34% yield). The reactants are C([O:4][C@H:5]1[CH2:10][CH2:9][C@H:8]([NH:11][C:12]([O:14][C:15]([CH3:18])([CH3:17])[CH3:16])=[O:13])[CH:7]=[CH:6]1)(=O)C.C([O-])([O-])=O.[K+].[K+]. The catalyst is CO. The product is [OH:4][C@H:5]1[CH2:10][CH2:9][C@H:8]([NH:11][C:12]([O:14][C:15]([CH3:18])([CH3:17])[CH3:16])=[O:13])[CH:7]=[CH:6]1. The yield is 0.600.